The task is: Regression. Given a target protein amino acid sequence and a drug SMILES string, predict the binding affinity score between them. We predict pIC50 (pIC50 = -log10(IC50 in M); higher means more potent). Dataset: bindingdb_ic50.. This data is from Drug-target binding data from BindingDB using IC50 measurements. The drug is C/C(=C\Cn1oc(=O)[nH]c1=O)c1cccc(OCc2ccc3c(Cl)cccc3c2)c1. The pIC50 is 4.8. The target protein (P20417) has sequence MEMEKEFEQIDKAGNWAAIYQDIRHEASDFPCRIAKLPKNKNRNRYRDVSPFDHSRIKLHQEDNDYINASLIKMEEAQRSYILTQGPLPNTCGHFWEMVWEQKSRGVVMLNRIMEKGSLKCAQYWPQKEEKEMVFDDTNLKLTLISEDVKSYYTVRQLELENLATQEAREILHFHYTTWPDFGVPESPASFLNFLFKVRESGSLSPEHGPIVVHCSAGIGRSGTFCLADTCLLLMDKRKDPSSVDIKKVLLEMRRFRMGLIQTADQLRFSYLAVIEGAKFIMGDSSVQDQWKELSHEDLEPPPEHVPPPPRPPKRTLEPHNGKCKELFSNHQWVSEESCEDEDILAREESRAPSIAVHSMSSMSQDTEVRKRMVGGGLQSAQASVPTEEELSPTEEEQKAHRPVHWKPFLVNVCMATALATGAYLCYRVCFH.